Dataset: Full USPTO retrosynthesis dataset with 1.9M reactions from patents (1976-2016). Task: Predict the reactants needed to synthesize the given product. (1) Given the product [CH3:1][O:2][C:3]1[CH:4]=[CH:5][C:6]([CH2:7][N:8]([CH2:40][C:41]2[CH:42]=[CH:43][C:44]([O:47][CH3:48])=[CH:45][CH:46]=2)[C:9]2[N:14]=[CH:13][C:12]([C:15]3[C:16]4[CH2:29][CH2:28][N:27]([C:30]5[CH:38]=[CH:37][C:33]([C:34]([N:56]6[CH2:57][CH2:58][N:53]([CH2:51][CH3:52])[CH2:54][CH2:55]6)=[O:35])=[CH:32][C:31]=5[F:39])[C:17]=4[N:18]=[C:19]([N:21]4[CH2:22][CH2:23][O:24][CH2:25][CH2:26]4)[N:20]=3)=[CH:11][N:10]=2)=[CH:49][CH:50]=1, predict the reactants needed to synthesize it. The reactants are: [CH3:1][O:2][C:3]1[CH:50]=[CH:49][C:6]([CH2:7][N:8]([CH2:40][C:41]2[CH:46]=[CH:45][C:44]([O:47][CH3:48])=[CH:43][CH:42]=2)[C:9]2[N:14]=[CH:13][C:12]([C:15]3[C:16]4[CH2:29][CH2:28][N:27]([C:30]5[CH:38]=[CH:37][C:33]([C:34](O)=[O:35])=[CH:32][C:31]=5[F:39])[C:17]=4[N:18]=[C:19]([N:21]4[CH2:26][CH2:25][O:24][CH2:23][CH2:22]4)[N:20]=3)=[CH:11][N:10]=2)=[CH:5][CH:4]=1.[CH2:51]([N:53]1[CH2:58][CH2:57][NH:56][CH2:55][CH2:54]1)[CH3:52]. (2) Given the product [CH:12]([N:14]=[C:7]([NH2:9])[C:6]1[CH:10]=[CH:11][C:3]([CH2:2][OH:1])=[CH:4][CH:5]=1)=[O:13], predict the reactants needed to synthesize it. The reactants are: [OH:1][CH2:2][C:3]1[CH:11]=[CH:10][C:6]([C:7]([NH2:9])=O)=[CH:5][CH:4]=1.[CH:12]([NH2:14])=[O:13].